This data is from Catalyst prediction with 721,799 reactions and 888 catalyst types from USPTO. The task is: Predict which catalyst facilitates the given reaction. (1) Reactant: [C:1]([C:3]1([C:6]2[CH:7]=[C:8]([CH:27]=[CH:28][CH:29]=2)[CH2:9][N:10]2[C:18]3[C:13](=[CH:14][C:15]([C:19]([O:21]CC=C)=[O:20])=[CH:16][CH:17]=3)[C:12]([CH3:25])=[C:11]2[CH3:26])[CH2:5][CH2:4]1)#[N:2].N1CCOCC1. Product: [C:1]([C:3]1([C:6]2[CH:7]=[C:8]([CH:27]=[CH:28][CH:29]=2)[CH2:9][N:10]2[C:18]3[C:13](=[CH:14][C:15]([C:19]([OH:21])=[O:20])=[CH:16][CH:17]=3)[C:12]([CH3:25])=[C:11]2[CH3:26])[CH2:4][CH2:5]1)#[N:2]. The catalyst class is: 176. (2) Reactant: Br[C:2]1[CH:3]=[CH:4][C:5]2[O:11][CH2:10][CH2:9][N:8]3[CH:12]=[C:13]([C:15]4[N:19]([C:20]5[CH:25]=[CH:24][CH:23]=[CH:22][C:21]=5[Cl:26])[N:18]=[CH:17][N:16]=4)[N:14]=[C:7]3[C:6]=2[CH:27]=1.[N:28]1[CH:33]=[C:32](B(O)O)[CH:31]=[N:30][CH:29]=1.C([O-])([O-])=O.[Cs+].[Cs+].O. Product: [Cl:26][C:21]1[CH:22]=[CH:23][CH:24]=[CH:25][C:20]=1[N:19]1[C:15]([C:13]2[N:14]=[C:7]3[C:6]4[CH:27]=[C:2]([C:32]5[CH:33]=[N:28][CH:29]=[N:30][CH:31]=5)[CH:3]=[CH:4][C:5]=4[O:11][CH2:10][CH2:9][N:8]3[CH:12]=2)=[N:16][CH:17]=[N:18]1. The catalyst class is: 12.